Dataset: Catalyst prediction with 721,799 reactions and 888 catalyst types from USPTO. Task: Predict which catalyst facilitates the given reaction. Reactant: [Br:1][C:2]1[S:10][C:9]2[CH2:8][CH2:7][NH:6][CH2:5][C:4]=2[CH:3]=1.[C:11](O)(=O)[CH3:12].[BH4-].[Na+]. Product: [Br:1][C:2]1[S:10][C:9]2[CH2:8][CH2:7][N:6]([CH2:11][CH3:12])[CH2:5][C:4]=2[CH:3]=1. The catalyst class is: 1.